From a dataset of Forward reaction prediction with 1.9M reactions from USPTO patents (1976-2016). Predict the product of the given reaction. The product is: [CH3:25][N:26]([CH:33]=[CH:34][C:35](=[N:43][C:44]1[CH:49]=[CH:48][CH:47]=[CH:46][CH:45]=1)[O:36][C:37]1[CH:38]=[CH:39][CH:40]=[CH:41][CH:42]=1)[C:27]1[CH:28]=[CH:29][CH:30]=[CH:31][CH:32]=1. Given the reactants C1(OC(=NC2C=CC=CC=2)C=COC2C=CC=CC=2)C=CC=CC=1.[CH3:25][N:26]([CH:33]=[CH:34][C:35](=[N:43][C:44]1[CH:49]=[CH:48][CH:47]=[CH:46][CH:45]=1)[O:36][C:37]1[CH:42]=[CH:41][CH:40]=[CH:39][CH:38]=1)[C:27]1[CH:32]=[CH:31][CH:30]=[CH:29][CH:28]=1.CNC1C=CC=CC=1, predict the reaction product.